Task: Regression. Given two drug SMILES strings and cell line genomic features, predict the synergy score measuring deviation from expected non-interaction effect.. Dataset: NCI-60 drug combinations with 297,098 pairs across 59 cell lines (1) Drug 1: CNC(=O)C1=NC=CC(=C1)OC2=CC=C(C=C2)NC(=O)NC3=CC(=C(C=C3)Cl)C(F)(F)F. Drug 2: N.N.Cl[Pt+2]Cl. Cell line: NCI-H522. Synergy scores: CSS=71.6, Synergy_ZIP=-2.86, Synergy_Bliss=-1.97, Synergy_Loewe=-9.33, Synergy_HSA=1.71. (2) Drug 2: CCC1=C2CN3C(=CC4=C(C3=O)COC(=O)C4(CC)O)C2=NC5=C1C=C(C=C5)O. Synergy scores: CSS=28.2, Synergy_ZIP=-0.963, Synergy_Bliss=-2.20, Synergy_Loewe=-85.5, Synergy_HSA=-4.21. Drug 1: CN1C(=O)N2C=NC(=C2N=N1)C(=O)N. Cell line: HCT116.